This data is from Forward reaction prediction with 1.9M reactions from USPTO patents (1976-2016). The task is: Predict the product of the given reaction. (1) Given the reactants [CH2:1]([O:8][C:9]1[C:14](=[O:15])[CH:13]=[CH:12][N:11]([CH2:16][CH2:17][O:18][CH3:19])[C:10]=1[CH:20]=[O:21])[C:2]1[CH:7]=[CH:6][CH:5]=[CH:4][CH:3]=1.S([O-])(O[O-])(=O)=[O:23].[K+].[K+].CO.Cl, predict the reaction product. The product is: [CH2:1]([O:8][C:9]1[C:14](=[O:15])[CH:13]=[CH:12][N:11]([CH2:16][CH2:17][O:18][CH3:19])[C:10]=1[C:20]([OH:23])=[O:21])[C:2]1[CH:3]=[CH:4][CH:5]=[CH:6][CH:7]=1. (2) Given the reactants [O:1]([CH2:9][C:10]1[C:11]2[N:12]([N:17]=[C:18]([C:20](F)([F:22])[F:21])[N:19]=2)[C:13](I)=[CH:14][CH:15]=1)[Si](C(C)(C)C)(C)C.[F-:24].[CH2:25]([N+](CCCC)(CCCC)CCCC)CCC.[OH2:42], predict the reaction product. The product is: [CH3:25][O:42][C:13]1[N:12]2[N:17]=[C:18]([C:20]([F:22])([F:21])[F:24])[N:19]=[C:11]2[C:10]([CH:9]=[O:1])=[CH:15][CH:14]=1. (3) Given the reactants [Cl:1][C:2]1[CH:7]=[CH:6][C:5]([C:8]2[NH:9][C:10]3[N:11]([N:15]=[CH:16][C:17]=3[C:18]([NH2:20])=[O:19])[C:12](=[O:14])[CH:13]=2)=[CH:4][C:3]=1[O:21][CH3:22].Br[CH2:24][CH:25](OCC)OCC.CC1C=CC(S(O)(=O)=O)=CC=1, predict the reaction product. The product is: [Cl:1][C:2]1[CH:7]=[CH:6][C:5]([C:8]2[NH:9][C:10]3[N:11]([N:15]=[CH:16][C:17]=3[C:18]3[O:19][CH:24]=[CH:25][N:20]=3)[C:12](=[O:14])[CH:13]=2)=[CH:4][C:3]=1[O:21][CH3:22]. (4) Given the reactants [F:1][C:2]1[CH:7]=[CH:6][C:5]([NH:8][NH2:9])=[CH:4][CH:3]=1.[OH:10][C:11]1[C:18]([OH:19])=[CH:17][CH:16]=[CH:15][C:12]=1[CH:13]=O, predict the reaction product. The product is: [F:1][C:2]1[CH:7]=[CH:6][C:5]([NH:8][N:9]=[CH:13][C:12]2[CH:15]=[CH:16][CH:17]=[C:18]([OH:19])[C:11]=2[OH:10])=[CH:4][CH:3]=1. (5) Given the reactants C([O:4][CH2:5][C:6]1[C:15]2[C:10](=[CH:11][CH:12]=[CH:13][CH:14]=2)[C:9]([C:16]([O:18][CH3:19])=[O:17])=[CH:8][CH:7]=1)(=O)C.[OH-].[Na+].Cl, predict the reaction product. The product is: [OH:4][CH2:5][C:6]1[C:15]2[C:10](=[CH:11][CH:12]=[CH:13][CH:14]=2)[C:9]([C:16]([O:18][CH3:19])=[O:17])=[CH:8][CH:7]=1. (6) Given the reactants Br[C:2]1[N:6]([C:7]([CH3:10])([CH3:9])[CH3:8])[N:5]=[CH:4][C:3]=1[C:11]1[S:12][CH:13]=[C:14]([CH2:16][C:17]([NH:19][CH2:20][CH:21]2[CH2:26][CH2:25][O:24][CH2:23][CH2:22]2)=[O:18])[N:15]=1.[O:27]1[CH2:32][CH2:31][N:30]([C:33]2[CH:38]=[CH:37][C:36](B(O)O)=[CH:35][CH:34]=2)[CH2:29][CH2:28]1, predict the reaction product. The product is: [C:7]([N:6]1[C:2]([C:36]2[CH:35]=[CH:34][C:33]([N:30]3[CH2:29][CH2:28][O:27][CH2:32][CH2:31]3)=[CH:38][CH:37]=2)=[C:3]([C:11]2[S:12][CH:13]=[C:14]([CH2:16][C:17]([NH:19][CH2:20][CH:21]3[CH2:26][CH2:25][O:24][CH2:23][CH2:22]3)=[O:18])[N:15]=2)[CH:4]=[N:5]1)([CH3:10])([CH3:9])[CH3:8]. (7) Given the reactants [Br:1][C:2]1[CH:7]=[C:6]([CH:8]([CH2:12][CH:13]=[CH2:14])[CH2:9]C=C)[CH:5]=[CH:4][C:3]=1[O:15][CH3:16], predict the reaction product. The product is: [Br:1][C:2]1[CH:7]=[C:6]([CH:8]2[CH2:9][CH:14]=[CH:13][CH2:12]2)[CH:5]=[CH:4][C:3]=1[O:15][CH3:16]. (8) Given the reactants [CH2:1]([C:9]1[N:10]([CH2:22][CH2:23][OH:24])[C:11]2[C:20]3[CH:19]=[CH:18][CH:17]=[CH:16][C:15]=3[N:14]=[CH:13][C:12]=2[N:21]=1)[CH2:2][CH2:3][CH2:4][CH2:5][CH2:6][CH2:7][CH3:8].[CH2:25](Br)[C:26]#[CH:27], predict the reaction product. The product is: [CH2:1]([C:9]1[N:10]([CH2:22][CH2:23][O:24][CH2:27][C:26]#[CH:25])[C:11]2[C:20]3[CH:19]=[CH:18][CH:17]=[CH:16][C:15]=3[N:14]=[CH:13][C:12]=2[N:21]=1)[CH2:2][CH2:3][CH2:4][CH2:5][CH2:6][CH2:7][CH3:8].